Dataset: Peptide-MHC class I binding affinity with 185,985 pairs from IEDB/IMGT. Task: Regression. Given a peptide amino acid sequence and an MHC pseudo amino acid sequence, predict their binding affinity value. This is MHC class I binding data. (1) The peptide sequence is ALEPGFKDY. The MHC is HLA-A02:01 with pseudo-sequence HLA-A02:01. The binding affinity (normalized) is 0.0847. (2) The peptide sequence is LTRNAGTTTTT. The MHC is Mamu-A01 with pseudo-sequence Mamu-A01. The binding affinity (normalized) is 0.264. (3) The binding affinity (normalized) is 0. The peptide sequence is AQIDNYNKF. The MHC is HLA-B53:01 with pseudo-sequence HLA-B53:01. (4) The peptide sequence is YFVCWHTHNY. The MHC is HLA-A03:01 with pseudo-sequence HLA-A03:01. The binding affinity (normalized) is 0.323. (5) The peptide sequence is LQMAGVEVR. The MHC is HLA-A03:01 with pseudo-sequence HLA-A03:01. The binding affinity (normalized) is 0.118. (6) The peptide sequence is TAGYSGGDI. The MHC is Patr-B0101 with pseudo-sequence Patr-B0101. The binding affinity (normalized) is 0.171. (7) The peptide sequence is FTDISMSLY. The MHC is HLA-A01:01 with pseudo-sequence HLA-A01:01. The binding affinity (normalized) is 1.00. (8) The peptide sequence is ATHKAPQPA. The MHC is HLA-B58:01 with pseudo-sequence HLA-B58:01. The binding affinity (normalized) is 0.0847.